This data is from CYP3A4 inhibition data for predicting drug metabolism from PubChem BioAssay. The task is: Regression/Classification. Given a drug SMILES string, predict its absorption, distribution, metabolism, or excretion properties. Task type varies by dataset: regression for continuous measurements (e.g., permeability, clearance, half-life) or binary classification for categorical outcomes (e.g., BBB penetration, CYP inhibition). Dataset: cyp3a4_veith. (1) The compound is Brc1ccc(N=C/C=C/C=C/Nc2ccc(Br)cc2)cc1.Cl. The result is 0 (non-inhibitor). (2) The molecule is NCCc1ccc(O)c(O)c1. The result is 0 (non-inhibitor). (3) The compound is N#Cc1ccc(CN2CCC3(CC2)CCN(C(=O)c2cnccn2)CC3)cc1. The result is 0 (non-inhibitor). (4) The compound is CC(C)(CO)[C@H](O)C(=O)NCCCO. The result is 0 (non-inhibitor). (5) The drug is Cc1ccc(C(=O)c2ccc(CC(=O)[O-])n2C)cc1.O.O.[Na+]. The result is 0 (non-inhibitor).